Predict the reaction yield, written as a fraction of the theoretical maximum amount of product (1.0 means a 100% yield; for example, 0.34 means a 34% yield). From a dataset of Reaction yield outcomes from USPTO patents with 853,638 reactions. (1) The reactants are [NH2:1][C:2]1[CH:7]=[CH:6][C:5]([Cl:8])=[CH:4][N:3]=1.Cl[I:10].[OH-].[Na+]. The catalyst is C(O)(=O)C.O. The product is [Cl:8][C:5]1[CH:6]=[C:7]([I:10])[C:2]([NH2:1])=[N:3][CH:4]=1. The yield is 0.600. (2) The reactants are [CH2:1]([C:4]1[C:13]([N:14]([CH2:21][CH3:22])[CH:15]2[CH2:20][CH2:19][O:18][CH2:17][CH2:16]2)=[CH:12][C:11]([Cl:23])=[CH:10][C:5]=1[C:6]([O:8]C)=[O:7])[CH:2]=[CH2:3].[OH-].[Na+]. The yield is 0.730. The catalyst is CO. The product is [CH2:1]([C:4]1[C:13]([N:14]([CH2:21][CH3:22])[CH:15]2[CH2:16][CH2:17][O:18][CH2:19][CH2:20]2)=[CH:12][C:11]([Cl:23])=[CH:10][C:5]=1[C:6]([OH:8])=[O:7])[CH:2]=[CH2:3]. (3) The reactants are [OH:1][CH2:2][C@@H:3]1[CH2:19][N:7]2[CH2:8][CH2:9][N:10]([C:12]3[N:17]=[CH:16][C:15]([F:18])=[CH:14][N:13]=3)[CH2:11][C@@H:6]2[CH2:5][CH2:4]1.[F:20][C:21]1[CH:26]=[CH:25][C:24](O)=[CH:23][CH:22]=1.C1(P(C2C=CC=CC=2)C2C=CC=CC=2)C=CC=CC=1.N(C(OCC)=O)=NC(OCC)=O.Cl. The catalyst is C1COCC1.C(OCC)(=O)C.C(OCC)C. The product is [F:20][C:21]1[CH:26]=[CH:25][C:24]([O:1][CH2:2][C@@H:3]2[CH2:19][N:7]3[CH2:8][CH2:9][N:10]([C:12]4[N:13]=[CH:14][C:15]([F:18])=[CH:16][N:17]=4)[CH2:11][C@@H:6]3[CH2:5][CH2:4]2)=[CH:23][CH:22]=1. The yield is 0.440. (4) The reactants are [N+:1]([C:4]1[CH:10]=[CH:9][C:7]([NH2:8])=[CH:6][CH:5]=1)([O-:3])=[O:2].[Br:11]Br. The catalyst is CC(O)=O. The product is [Br:11][C:9]1[CH:10]=[C:4]([N+:1]([O-:3])=[O:2])[CH:5]=[CH:6][C:7]=1[NH2:8]. The yield is 0.720. (5) The reactants are C(OC([N:8]1[CH2:13][CH2:12][CH:11]([NH:14][CH2:15][CH2:16][O:17][C:18]2[CH:23]=[CH:22][C:21]([NH:24][C:25](=[O:33])[C:26]3[CH:31]=[CH:30][CH:29]=[C:28]([F:32])[CH:27]=3)=[CH:20][C:19]=2[C:34]2[N:35]([CH3:40])[N:36]=[CH:37][C:38]=2[Cl:39])[CH2:10][CH2:9]1)=O)(C)(C)C. The catalyst is Cl.O1CCOCC1. The product is [Cl:39][C:38]1[CH:37]=[N:36][N:35]([CH3:40])[C:34]=1[C:19]1[CH:20]=[C:21]([NH:24][C:25](=[O:33])[C:26]2[CH:31]=[CH:30][CH:29]=[C:28]([F:32])[CH:27]=2)[CH:22]=[CH:23][C:18]=1[O:17][CH2:16][CH2:15][NH:14][CH:11]1[CH2:10][CH2:9][NH:8][CH2:13][CH2:12]1. The yield is 0.480. (6) The reactants are [NH2:1][CH2:2][CH2:3][OH:4].[F:5][C:6]([F:11])([F:10])[C:7](=O)[CH3:8]. The catalyst is ClCCl. The product is [CH3:8][C:7]1([C:6]([F:11])([F:10])[F:5])[NH:1][CH2:2][CH2:3][O:4]1. The yield is 0.605. (7) The catalyst is C1COCC1. The product is [C:1]([NH:5][S:10]([CH2:9][CH2:8][CH2:7][Cl:6])(=[O:12])=[O:11])([CH3:4])([CH3:3])[CH3:2]. The reactants are [C:1]([NH2:5])([CH3:4])([CH3:3])[CH3:2].[Cl:6][CH2:7][CH2:8][CH2:9][S:10](Cl)(=[O:12])=[O:11]. The yield is 0.990. (8) The reactants are [NH2:1][C:2]1[CH:7]=[CH:6][C:5]([Cl:8])=[CH:4][C:3]=1[CH2:9][C:10]([O-:12])=O.[NH2:1][C:2]1[CH:7]=[CH:6][C:5]([Cl:8])=[CH:4][C:3]=1[CH2:9][C:10]([O-:12])=O.[Ba+2].Br[CH2:27][C:28]1[N:32]2[N:33]=[C:34]([Cl:37])[CH:35]=[CH:36][C:31]2=[N:30][C:29]=1[C:38]([F:41])([F:40])[F:39]. The catalyst is O1CCCC1. The product is [Cl:8][C:5]1[CH:4]=[C:3]2[C:2](=[CH:7][CH:6]=1)[N:1]([CH2:27][C:28]1[N:32]3[N:33]=[C:34]([Cl:37])[CH:35]=[CH:36][C:31]3=[N:30][C:29]=1[C:38]([F:41])([F:39])[F:40])[C:10](=[O:12])[CH2:9]2. The yield is 0.250. (9) The reactants are Cl[C:2]1[N:7]2[N:8]=[CH:9][CH:10]=[C:6]2[N:5]=[C:4]([NH:11][C:12](=[O:23])[C:13]2[CH:18]=[CH:17][C:16]([C:19]([OH:22])([CH3:21])[CH3:20])=[CH:15][CH:14]=2)[CH:3]=1.O1[CH2:29][CH2:28][O:27][CH2:26][CH2:25]1. The catalyst is CO.C1C=CC(P(C2C=CC=CC=2)[C-]2C=CC=C2)=CC=1.C1C=CC(P(C2C=CC=CC=2)[C-]2C=CC=C2)=CC=1.Cl[Pd]Cl.[Fe+2]. The product is [O:27]1[C:28]2[CH:29]=[CH:12][C:13]([C:2]3[N:7]4[N:8]=[CH:9][CH:10]=[C:6]4[N:5]=[C:4]([NH:11][C:12](=[O:23])[C:13]4[CH:18]=[CH:17][C:16]([C:19]([OH:22])([CH3:21])[CH3:20])=[CH:15][CH:14]=4)[CH:3]=3)=[CH:14][C:15]=2[CH2:25][CH2:26]1. The yield is 0.270. (10) The reactants are [Br:1][C:2]1[CH:3]=[CH:4][C:5]2[S:9][C:8]([CH2:10][CH2:11]O)=[N:7][C:6]=2[CH:13]=1.C([N:16]([CH2:19][CH3:20])[CH2:17][CH3:18])C.S(Cl)([CH3:24])(=O)=O.C(#N)C. The catalyst is C(Cl)Cl. The product is [Br:1][C:2]1[CH:3]=[CH:4][C:5]2[S:9][C:8]([CH2:10][CH2:11][N:16]3[CH2:17][CH2:18][CH2:24][C@H:19]3[CH3:20])=[N:7][C:6]=2[CH:13]=1. The yield is 1.00.